This data is from Human Reference Interactome with 51,813 positive PPI pairs across 8,248 proteins, plus equal number of experimentally-validated negative pairs. The task is: Binary Classification. Given two protein amino acid sequences, predict whether they physically interact or not. (1) Protein 1 (ENSG00000109118) has sequence MWEKMETKTIVYDLDTSGGLMEQIQALLAPPKTDEAEKRSRKPEKEPRRSGRATNHDSCDSCKEGGDLLCCDHCPAAFHLQCCNPPLSEEMLPPGEWMCHRCTVRRKKREQKKELGHVNGLVDKSGKRTTSPSSDTDLLDRSASKTELKAIAHARILERRASRPGTPTSSASTETPTSEQNDVDEDIIDVDEEPVAAEPDYVQPQLRRPFELLIAAAMERNPTQFQLPNELTCTTALPGSSKRRRKEETTGKNVKKTQHELDHNGLVPLPVKVCFTCNRSCRVAPLIQCDYCPLLFHMDC.... Protein 2 (ENSG00000256671) has sequence MAFSGRARPCIIPENEEIPRAALNTVHEANGTEDERAVSKLQRRHSDVKVYKEFCDFYAKFNMANALASATCERCKGGFAPAETIVNSNGELYHEQCFVCAQCFQQFPEGLFYEERT*MAFSGRARPCIIPENEEIPRAALNTVHEANGTEDERAVSKLQRRHSDVKVYKEFCDFYAKFNMANALASATCERCKGGFAPAETIVNSNGELYHEQCFVCAQCFQQFPEGLFYEFEGRKYCEHDFQMLFAPCCHQCGEFIIGRVIKAMNNSWHPECFRCDLCQEVLADIGFVKNAGRHLCRP.... Result: 0 (the proteins do not interact). (2) Protein 1 (ENSG00000173214) has sequence MLCASFLGLVVTSLSWLFGGTKEPHICRPYTSLLPWVPFWLHC*MLCASFLGLGLSVAIVGPTFQDLATNVNRNISSLSFIFVGRALGYLSGSVIGGFLVDVMNYFLLLGGNVLILAIWGDKGAPHMQALHFSFALGAFLAPLLAKLALGPTASAENHTESDFHPALNQSSDADSEALFGVPNDKNLLWAYAVIGTYMFLVSVIFFCLFLKNSSKQEKARASAETFRRAKYHNALLCLLFLFFFFYVGAEVTYGSYVFSFATTHAGMKESEAAGLNSIFWGTFAACRGLAIFFATCLQPG.... Protein 2 (ENSG00000168701) has sequence MAPKGKVGTRGKKQIFEENRETLKFYLRIILGANAIYCLVTLVFFYSSASFWAWLALGFSLAVYGASYHSMSSMARAAFSEDGALMDGGMDLNMEQGMAEHLKDVILLTAIVQVLSCFSLYVWSFWLLAPGRALYLLWVNVLGPWFTADSGTPAPEHNEKRQRRQERRQMKRL*MAPKGKVGTRGKKQIFEENRETLKFYLRIILGANAIYCLVTLVFFYSSASFWAWLALGFSLAVYGASYHSMSSMARAAFSEDGALMDGGMDLNMEQGMAE*MAGEQEAIDPSCGCWRDGVSPRQNG.... Result: 0 (the proteins do not interact). (3) Protein 1 (ENSG00000100307) has sequence MELSAIGEQVFAVESIRKKRVRKGKVEYLVKWKGWPPKYSTWEPEEHILDPRLVMAYEEKEERDRASGYRKRGPKPKRLLLQRLYSMDLRSSHKAKGKEKLCFSLTCPLGSGSPEGVVKAGAPELVDKGPLVPTLPFPLRKPRKAHKYLRLSRKKFPPRGPNLESHSHRRELFLQEPPAPDVLQAAGEWEPAAQPPEEEADADLAEGPPPWTPALPSSEVTVTDITANSITVTFREAQAAEGFFRDRSGKF*MELSAIGEQVFAVESIRKKRVRKGKVEYLVKWKGWPPKYSTWEPEEHI.... Protein 2 (ENSG00000131730) has sequence MASIFSKLLTGRNASLLFATMGTSVLTTGYLLNRQKVCAEVREQPRLFPPSADYPDLRKHNNCMAECLTPAIYAKLRNKVTPNGYTLDQCIQTGVDNPGHPFIKTVGMVAGDEESYEVFADLFDPVIKLRHNGYDPRVMKHTTDLDASKITQGQFDEHYVLSSRVRTGRSIRGLSLPPACTRAERREVENVAITALEGLKGDLAGRYYKLSEMTEQDQQRLIDDHFLFDKPVSPLLTCAGMARDWPDARGIWHNYDKTFLIWINEEDHTRVISMEKGGNMKRVFERFCRGLKEVERLIQE.... Result: 0 (the proteins do not interact).